The task is: Predict the reaction yield, written as a fraction of the theoretical maximum amount of product (1.0 means a 100% yield; for example, 0.34 means a 34% yield).. This data is from Reaction yield outcomes from USPTO patents with 853,638 reactions. (1) The reactants are [CH3:1][O:2][C:3]1[CH:4]=[C:5]([O:21][C:22]2[CH:23]=[N:24][C:25]([S:28]([CH3:31])(=[O:30])=[O:29])=[CH:26][CH:27]=2)[CH:6]=[C:7]2[C:11]=1[NH:10][C:9]([C:12]1[S:13][CH:14]([CH2:17][C:18](O)=[O:19])[CH2:15][N:16]=1)=[CH:8]2.Cl.C([N:35]=C=NCCCN(C)C)C.[NH4+].ON1C2C=CC=CC=2N=N1. The catalyst is CN(C)C=O. The product is [CH3:1][O:2][C:3]1[CH:4]=[C:5]([O:21][C:22]2[CH:23]=[N:24][C:25]([S:28]([CH3:31])(=[O:29])=[O:30])=[CH:26][CH:27]=2)[CH:6]=[C:7]2[C:11]=1[NH:10][C:9]([C:12]1[S:13][CH:14]([CH2:17][C:18]([NH2:35])=[O:19])[CH2:15][N:16]=1)=[CH:8]2. The yield is 0.640. (2) The reactants are [Cl:1][C:2]1[CH:7]=[CH:6][C:5]([CH:8]([O:11][CH3:12])[CH2:9][NH2:10])=[CH:4][CH:3]=1.[Cl:13][C:14]1[CH:15]=[C:16]2[C:21](=[CH:22][C:23]=1[O:24][C:25]1[CH:33]=[CH:32][C:28]([C:29](O)=[O:30])=[CH:27][CH:26]=1)[O:20][CH2:19][CH2:18][CH:17]2[C:34]([O:36][CH2:37][CH3:38])=[O:35].N1C2C(=NC=CC=2)N(O)N=1.Cl.C(N=C=NCCCN(C)C)C. The catalyst is CN(C=O)C.CCOC(C)=O. The product is [Cl:13][C:14]1[CH:15]=[C:16]2[C:21](=[CH:22][C:23]=1[O:24][C:25]1[CH:33]=[CH:32][C:28]([C:29](=[O:30])[NH:10][CH2:9][CH:8]([C:5]3[CH:4]=[CH:3][C:2]([Cl:1])=[CH:7][CH:6]=3)[O:11][CH3:12])=[CH:27][CH:26]=1)[O:20][CH2:19][CH2:18][CH:17]2[C:34]([O:36][CH2:37][CH3:38])=[O:35]. The yield is 0.770. (3) The reactants are [I:1][C:2]1[CH:3]=[C:4]2[C:9](=[O:10])[NH:8][C:6](=[O:7])[C:5]2=[CH:11][CH:12]=1.[C:13](=O)([O-])[O-].[K+].[K+].CI.O. The catalyst is CN(C=O)C.C(OCC)(=O)C. The product is [I:1][C:2]1[CH:3]=[C:4]2[C:9](=[O:10])[N:8]([CH3:13])[C:6](=[O:7])[C:5]2=[CH:11][CH:12]=1. The yield is 0.480. (4) The reactants are [CH2:1]([O:3][C:4]1[CH:5]=[CH:6][C:7]([N+:17]([O-:19])=[O:18])=[C:8]([O:10][C:11]2[CH:15]=[C:14]([CH3:16])[NH:13][N:12]=2)[CH:9]=1)[CH3:2].[CH2:20]([N:22]=[C:23]=[O:24])[CH3:21].C(=O)([O-])[O-].[K+].[K+]. The catalyst is C(OCC)(=O)C. The product is [CH2:20]([NH:22][C:23]([N:13]1[C:14]([CH3:16])=[CH:15][C:11]([O:10][C:8]2[CH:9]=[C:4]([O:3][CH2:1][CH3:2])[CH:5]=[CH:6][C:7]=2[N+:17]([O-:19])=[O:18])=[N:12]1)=[O:24])[CH3:21]. The yield is 0.759. (5) The reactants are Br[C:2]1[C:7](=[O:8])[N:6]([CH2:9][C:10]2[CH:15]=[CH:14][C:13]([C:16]3[C:17]([C:22]#[N:23])=[CH:18][CH:19]=[CH:20][CH:21]=3)=[CH:12][CH:11]=2)[C:5]([CH2:24][CH2:25][CH3:26])=[N:4][C:3]=1[CH2:27][CH3:28].[CH:29]1([CH2:32][O:33][C:34]2[N:39]=[CH:38][C:37](B(O)O)=[CH:36][CH:35]=2)[CH2:31][CH2:30]1.C(=O)([O-])[O-].[Cs+].[Cs+].O1CCOCC1. The catalyst is C(OCC)(=O)C.C1C=CC(P(C2C=CC=CC=2)[C-]2C=CC=C2)=CC=1.C1C=CC(P(C2C=CC=CC=2)[C-]2C=CC=C2)=CC=1.Cl[Pd]Cl.[Fe+2].ClCCl. The product is [CH:29]1([CH2:32][O:33][C:34]2[N:39]=[CH:38][C:37]([C:2]3[C:7](=[O:8])[N:6]([CH2:9][C:10]4[CH:15]=[CH:14][C:13]([C:16]5[C:17]([C:22]#[N:23])=[CH:18][CH:19]=[CH:20][CH:21]=5)=[CH:12][CH:11]=4)[C:5]([CH2:24][CH2:25][CH3:26])=[N:4][C:3]=3[CH2:27][CH3:28])=[CH:36][CH:35]=2)[CH2:30][CH2:31]1. The yield is 0.860. (6) The reactants are [N+:1]([C:4]1[CH:8]=[N:7][NH:6][C:5]=1[NH2:9])([O-:3])=[O:2].CN(C)[CH:12]=[CH:13][C:14]([C:16]1[CH:17]=[C:18]([N:22]([CH3:29])[S:23]([CH:26]([CH3:28])[CH3:27])(=[O:25])=[O:24])[CH:19]=[CH:20][CH:21]=1)=O.C(OCC)(=O)C. The catalyst is C(O)(=O)C. The product is [N+:1]([C:4]1[CH:8]=[N:7][N:6]2[C:14]([C:16]3[CH:17]=[C:18]([N:22]([CH3:29])[S:23]([CH:26]([CH3:27])[CH3:28])(=[O:25])=[O:24])[CH:19]=[CH:20][CH:21]=3)=[CH:13][CH:12]=[N:9][C:5]=12)([O-:3])=[O:2]. The yield is 0.670. (7) The reactants are [CH3:1][O:2][C:3]([C:5]1[S:6][C:7]([C:11]#[C:12][C:13]([CH3:16])([CH3:15])[CH3:14])=[CH:8][C:9]=1[NH2:10])=[O:4].[CH2:17]1[O:27][C:20]2([CH2:25][CH2:24][C:23](=O)[CH2:22][CH2:21]2)[O:19][CH2:18]1.C(O[BH-](OC(=O)C)OC(=O)C)(=O)C.[Na+]. The catalyst is C1(C)C=CC=CC=1.C(O)(=O)C. The product is [CH3:1][O:2][C:3]([C:5]1[S:6][C:7]([C:11]#[C:12][C:13]([CH3:16])([CH3:15])[CH3:14])=[CH:8][C:9]=1[NH:10][CH:23]1[CH2:24][CH2:25][C:20]2([O:27][CH2:17][CH2:18][O:19]2)[CH2:21][CH2:22]1)=[O:4]. The yield is 0.830.